From a dataset of Catalyst prediction with 721,799 reactions and 888 catalyst types from USPTO. Predict which catalyst facilitates the given reaction. (1) Reactant: [CH3:1][O:2][C:3]1[CH:8]=[C:7]([CH2:9][CH2:10][CH2:11][O:12][CH3:13])[C:6]([O:14][CH3:15])=[CH:5][C:4]=1[CH2:16][C@H:17]([NH:19]C(=O)C(F)(F)F)[CH3:18].[OH-].[Na+].[ClH:28]. Product: [ClH:28].[CH3:1][O:2][C:3]1[CH:8]=[C:7]([CH2:9][CH2:10][CH2:11][O:12][CH3:13])[C:6]([O:14][CH3:15])=[CH:5][C:4]=1[CH2:16][C@H:17]([NH2:19])[CH3:18]. The catalyst class is: 459. (2) Reactant: [N:1]1([C:11]([O:13][C:14]([CH3:17])([CH3:16])[CH3:15])=[O:12])[CH2:6][CH2:5][NH:4][CH:3]([C:7]([O:9][CH3:10])=[O:8])[CH2:2]1.[Cl:18][C:19]1[CH:20]=[C:21]2[C:26](=[CH:27][CH:28]=1)[CH:25]=[C:24]([S:29]([CH2:32][CH2:33][C:34](O)=[O:35])(=[O:31])=[O:30])[CH:23]=[CH:22]2.C1C=CC2N(O)N=NC=2C=1.CCN=C=NCCCN(C)C.C(=O)([O-])[O-].[K+].[K+]. Product: [Cl:18][C:19]1[CH:20]=[C:21]2[C:26](=[CH:27][CH:28]=1)[CH:25]=[C:24]([S:29]([CH2:32][CH2:33][C:34]([N:4]1[CH2:5][CH2:6][N:1]([C:11]([O:13][C:14]([CH3:17])([CH3:16])[CH3:15])=[O:12])[CH2:2][CH:3]1[C:7]([O:9][CH3:10])=[O:8])=[O:35])(=[O:30])=[O:31])[CH:23]=[CH:22]2. The catalyst class is: 236. (3) Reactant: C([O:8][C:9]1[CH:18]=[CH:17][C:12]2[CH2:13][O:14][B:15]([OH:16])[C:11]=2[CH:10]=1)C1C=CC=CC=1.[H][H]. Product: [OH:8][C:9]1[CH:18]=[CH:17][C:12]2[CH2:13][O:14][B:15]([OH:16])[C:11]=2[CH:10]=1. The catalyst class is: 19. (4) Reactant: [CH3:1][O:2][C:3]([C:5]1[C:13]2[N:12]([CH2:14][C:15]3[CH:20]=[CH:19][C:18]([C:21]4[CH:25]=[C:24]([CH3:26])[S:23][C:22]=4[S:27](=[O:45])(=[O:44])[N:28]([C:37]4[O:41][N:40]=[C:39]([CH3:42])[C:38]=4[CH3:43])COCC[Si](C)(C)C)=[CH:17][CH:16]=3)[C:11]([O:46][CH2:47][CH3:48])=[N:10][C:9]=2[CH:8]=[CH:7][CH:6]=1)=[O:4].[F-].C([N+](CCCC)(CCCC)CCCC)CCC.Cl. Product: [CH3:1][O:2][C:3]([C:5]1[C:13]2[N:12]([CH2:14][C:15]3[CH:20]=[CH:19][C:18]([C:21]4[CH:25]=[C:24]([CH3:26])[S:23][C:22]=4[S:27](=[O:44])(=[O:45])[NH:28][C:37]4[O:41][N:40]=[C:39]([CH3:42])[C:38]=4[CH3:43])=[CH:17][CH:16]=3)[C:11]([O:46][CH2:47][CH3:48])=[N:10][C:9]=2[CH:8]=[CH:7][CH:6]=1)=[O:4]. The catalyst class is: 7. (5) Reactant: C[Al](C)C.[CH3:5][C:6]1[CH:7]=[CH:8][C:9]([NH2:12])=[N:10][CH:11]=1.[OH:13][C@@H:14]([CH2:19][O:20][C@H:21]([CH3:34])[CH2:22][O:23][Si:24]([CH:31]([CH3:33])[CH3:32])([CH:28]([CH3:30])[CH3:29])[CH:25]([CH3:27])[CH3:26])[C:15](OC)=[O:16]. Product: [OH:13][C@@H:14]([CH2:19][O:20][C@H:21]([CH3:34])[CH2:22][O:23][Si:24]([CH:28]([CH3:30])[CH3:29])([CH:31]([CH3:33])[CH3:32])[CH:25]([CH3:26])[CH3:27])[C:15]([NH:12][C:9]1[CH:8]=[CH:7][C:6]([CH3:5])=[CH:11][N:10]=1)=[O:16]. The catalyst class is: 11.